Dataset: Catalyst prediction with 721,799 reactions and 888 catalyst types from USPTO. Task: Predict which catalyst facilitates the given reaction. Reactant: COCCN(S(F)(F)[F:11])CCOC.[F:14][C:15]1[CH:20]=[C:19]([S:21]([CH3:24])(=[O:23])=[O:22])[CH:18]=[CH:17][C:16]=1[C:25]1[CH:26]=[C:27]2[CH:33]=[C:32]([CH:34]3[CH2:39][CH2:38][N:37]([CH2:40][C:41](O)([CH3:43])[CH3:42])[CH2:36][CH2:35]3)[O:31][C:28]2=[CH:29][N:30]=1. Product: [F:14][C:15]1[CH:20]=[C:19]([S:21]([CH3:24])(=[O:23])=[O:22])[CH:18]=[CH:17][C:16]=1[C:25]1[CH:26]=[C:27]2[CH:33]=[C:32]([CH:34]3[CH2:35][CH2:36][N:37]([CH2:40][C:41]([F:11])([CH3:43])[CH3:42])[CH2:38][CH2:39]3)[O:31][C:28]2=[CH:29][N:30]=1. The catalyst class is: 98.